Dataset: Forward reaction prediction with 1.9M reactions from USPTO patents (1976-2016). Task: Predict the product of the given reaction. (1) Given the reactants [N+:1]([C:4]1[CH:9]=[CH:8][C:7]([O:10][C:11](=[O:13])[CH3:12])=[CH:6][CH:5]=1)([O-])=O.C(N(CC)CC)C.[C:21](Cl)(=[O:24])[CH:22]=[CH2:23], predict the reaction product. The product is: [C:21]([NH:1][C:4]1[CH:9]=[CH:8][C:7]([O:10][C:11](=[O:13])[CH3:12])=[CH:6][CH:5]=1)(=[O:24])[CH:22]=[CH2:23]. (2) Given the reactants I[C:2]1[CH:7]=[CH:6][C:5]([N:8]2[CH2:13][CH2:12][CH:11]([CH:14]3[CH2:19][CH2:18][N:17]([C:20]([O:22][C:23]([CH3:26])([CH3:25])[CH3:24])=[O:21])[CH2:16][CH2:15]3)[CH2:10][CH2:9]2)=[CH:4][CH:3]=1.[NH:27]1[CH:31]=[N:30][CH:29]=[N:28]1.CNCCNC, predict the reaction product. The product is: [N:27]1([C:2]2[CH:7]=[CH:6][C:5]([N:8]3[CH2:13][CH2:12][CH:11]([CH:14]4[CH2:19][CH2:18][N:17]([C:20]([O:22][C:23]([CH3:26])([CH3:25])[CH3:24])=[O:21])[CH2:16][CH2:15]4)[CH2:10][CH2:9]3)=[CH:4][CH:3]=2)[CH:31]=[N:30][CH:29]=[N:28]1.